From a dataset of Forward reaction prediction with 1.9M reactions from USPTO patents (1976-2016). Predict the product of the given reaction. (1) Given the reactants [CH2:1]([N:8]1[C:16]2[C:15](=[O:17])[N:14]([CH2:18][CH2:19][CH2:20][O:21][Si:22]([C:25]([CH3:28])([CH3:27])[CH3:26])([CH3:24])[CH3:23])[C:13](=[O:29])[N:12]([CH3:30])[C:11]=2[N:10]=[C:9]1Br)[C:2]1[CH:7]=[CH:6][CH:5]=[CH:4][CH:3]=1.C(=O)([O-])[O-].[K+].[K+].[F:38][C:39]1[CH:44]=[CH:43][C:42]([OH:45])=[CH:41][C:40]=1[C:46]([F:49])([F:48])[F:47], predict the reaction product. The product is: [CH2:1]([N:8]1[C:16]2[C:15](=[O:17])[N:14]([CH2:18][CH2:19][CH2:20][O:21][Si:22]([C:25]([CH3:28])([CH3:27])[CH3:26])([CH3:24])[CH3:23])[C:13](=[O:29])[N:12]([CH3:30])[C:11]=2[N:10]=[C:9]1[O:45][C:42]1[CH:43]=[CH:44][C:39]([F:38])=[C:40]([C:46]([F:49])([F:47])[F:48])[CH:41]=1)[C:2]1[CH:7]=[CH:6][CH:5]=[CH:4][CH:3]=1. (2) The product is: [F:1][C:2]1[CH:3]=[CH:4][CH:5]=[C:6]2[C:10]=1[NH:9][C:8](=[O:11])[C:7]12[CH2:24][CH2:23][CH2:22][CH2:21][CH2:20]1. Given the reactants [F:1][C:2]1[CH:3]=[CH:4][CH:5]=[C:6]2[C:10]=1[NH:9][C:8](=[O:11])[CH2:7]2.[Cl-].[Li+].C([Li])CCC.Br[CH2:20][CH2:21][CH2:22][CH2:23][CH2:24]Br, predict the reaction product. (3) Given the reactants FC(F)C(O)=O.[F:7][CH:8]([F:19])[C:9]([NH:11][NH:12][C:13]1[CH:18]=[N:17][CH:16]=[CH:15][N:14]=1)=O.N, predict the reaction product. The product is: [F:7][CH:8]([F:19])[C:9]1[N:14]2[CH:15]=[CH:16][N:17]=[CH:18][C:13]2=[N:12][N:11]=1. (4) Given the reactants OS(O)(=O)=O.[Br:6][C:7]1[CH:15]=[N:14][CH:13]=[CH:12][C:8]=1[C:9]([OH:11])=[O:10].[C:16]([O-])(O)=O.[Na+].[OH-].[Na+], predict the reaction product. The product is: [Br:6][C:7]1[CH:15]=[N:14][CH:13]=[CH:12][C:8]=1[C:9]([O:11][CH3:16])=[O:10]. (5) Given the reactants Br[C:2]1[NH:6][C:5]([C:7]2[CH:12]=[CH:11][CH:10]=[CH:9][CH:8]=2)=[N:4][C:3]=1[C:13]1[CH:18]=[CH:17][N:16]=[CH:15][CH:14]=1.C[O:20][C:21]([C:23]1[CH:24]=[C:25](B(O)O)[CH:26]=[CH:27][CH:28]=1)=[O:22].C(=O)([O-])[O-].[K+].[K+].[OH-].[K+].Cl, predict the reaction product. The product is: [C:7]1([C:5]2[NH:6][C:2]([C:27]3[CH:28]=[C:23]([CH:24]=[CH:25][CH:26]=3)[C:21]([OH:22])=[O:20])=[C:3]([C:13]3[CH:18]=[CH:17][N:16]=[CH:15][CH:14]=3)[N:4]=2)[CH:12]=[CH:11][CH:10]=[CH:9][CH:8]=1.